From a dataset of Full USPTO retrosynthesis dataset with 1.9M reactions from patents (1976-2016). Predict the reactants needed to synthesize the given product. (1) Given the product [Br:1][C:2]1[CH:3]=[N:4][C:5]2[N:6]([N:8]=[C:9]([C:11]([N:25]3[CH2:24][CH2:23][C:22]4[C:27](=[CH:28][C:19]([C:15]5[O:14][CH:18]=[CH:17][CH:16]=5)=[CH:20][CH:21]=4)[CH:26]3[CH3:29])=[O:13])[CH:10]=2)[CH:7]=1, predict the reactants needed to synthesize it. The reactants are: [Br:1][C:2]1[CH:3]=[N:4][C:5]2[N:6]([N:8]=[C:9]([C:11]([OH:13])=O)[CH:10]=2)[CH:7]=1.[O:14]1[CH:18]=[CH:17][CH:16]=[C:15]1[C:19]1[CH:28]=[C:27]2[C:22]([CH2:23][CH2:24][NH:25][CH:26]2[CH3:29])=[CH:21][CH:20]=1. (2) Given the product [C:20]([N:16]1[CH2:17][CH2:18][CH2:19][CH:14]([N:13]2[C:9]([NH:8][CH3:43])=[C:10]([C:40]([NH2:41])=[O:42])[C:11]([C:27]3[CH:28]=[CH:29][C:30]([O:33][C:34]4[CH:39]=[CH:38][CH:37]=[CH:36][CH:35]=4)=[CH:31][CH:32]=3)=[N:12]2)[CH2:15]1)(=[O:21])[CH:45]=[CH2:46], predict the reactants needed to synthesize it. The reactants are: C(OC([N:8]([CH3:43])[C:9]1[N:13]([CH:14]2[CH2:19][CH2:18][CH2:17][N:16]([C:20](OC(C)(C)C)=[O:21])[CH2:15]2)[N:12]=[C:11]([C:27]2[CH:32]=[CH:31][C:30]([O:33][C:34]3[CH:39]=[CH:38][CH:37]=[CH:36][CH:35]=3)=[CH:29][CH:28]=2)[C:10]=1[C:40](=[O:42])[NH2:41])=O)(C)(C)C.Cl.[CH3:45][CH2:46]N(C(C)C)C(C)C.C(Cl)(=O)C=C.